This data is from NCI-60 drug combinations with 297,098 pairs across 59 cell lines. The task is: Regression. Given two drug SMILES strings and cell line genomic features, predict the synergy score measuring deviation from expected non-interaction effect. (1) Drug 1: CCC1=C2CN3C(=CC4=C(C3=O)COC(=O)C4(CC)O)C2=NC5=C1C=C(C=C5)O. Drug 2: C1=NC2=C(N1)C(=S)N=CN2. Cell line: A549. Synergy scores: CSS=27.0, Synergy_ZIP=-8.60, Synergy_Bliss=-0.500, Synergy_Loewe=0.0000559, Synergy_HSA=0.265. (2) Drug 2: C1CN(P(=O)(OC1)NCCCl)CCCl. Cell line: IGROV1. Synergy scores: CSS=38.6, Synergy_ZIP=8.94, Synergy_Bliss=9.38, Synergy_Loewe=-16.6, Synergy_HSA=9.71. Drug 1: CC1=C2C(C(=O)C3(C(CC4C(C3C(C(C2(C)C)(CC1OC(=O)C(C(C5=CC=CC=C5)NC(=O)OC(C)(C)C)O)O)OC(=O)C6=CC=CC=C6)(CO4)OC(=O)C)OC)C)OC. (3) Drug 1: CC12CCC(CC1=CCC3C2CCC4(C3CC=C4C5=CN=CC=C5)C)O. Drug 2: C(CN)CNCCSP(=O)(O)O. Cell line: NCI-H460. Synergy scores: CSS=6.43, Synergy_ZIP=1.73, Synergy_Bliss=9.28, Synergy_Loewe=7.53, Synergy_HSA=7.46.